This data is from Catalyst prediction with 721,799 reactions and 888 catalyst types from USPTO. The task is: Predict which catalyst facilitates the given reaction. Reactant: [C:1]([CH:3]=[C:4]1[CH2:9][CH2:8][N:7]([C:10]2[CH:15]=[CH:14][C:13]([N:16]3[CH2:20][C@H:19]([CH2:21][NH2:22])[O:18][C:17]3=[O:23])=[CH:12][C:11]=2[F:24])[CH2:6][CH2:5]1)#[N:2].C(Cl)(=O)C(Cl)=O.[F:31][CH:32]([F:36])[C:33](O)=[O:34].C(N(CC)CC)C. Product: [C:1]([CH:3]=[C:4]1[CH2:9][CH2:8][N:7]([C:10]2[CH:15]=[CH:14][C:13]([N:16]3[CH2:20][C@H:19]([CH2:21][NH:22][C:33](=[O:34])[CH:32]([F:36])[F:31])[O:18][C:17]3=[O:23])=[CH:12][C:11]=2[F:24])[CH2:6][CH2:5]1)#[N:2]. The catalyst class is: 4.